The task is: Predict the product of the given reaction.. This data is from Forward reaction prediction with 1.9M reactions from USPTO patents (1976-2016). Given the reactants [ClH:1].[CH3:2][N:3]1[CH2:8][CH2:7][CH:6]([C:9]([Cl:11])=[O:10])[CH2:5][CH2:4]1.[F:12][C:13]1[C:18]([F:19])=[CH:17][CH:16]=[CH:15][C:14]=1[C:20]1[CH:21]=[C:22]2[C:28]([NH2:29])=[N:27][NH:26][C:23]2=[CH:24][N:25]=1, predict the reaction product. The product is: [ClH:11].[ClH:1].[F:12][C:13]1[C:18]([F:19])=[CH:17][CH:16]=[CH:15][C:14]=1[C:20]1[CH:21]=[C:22]2[C:28]([NH:29][C:9]([CH:6]3[CH2:7][CH2:8][N:3]([CH3:2])[CH2:4][CH2:5]3)=[O:10])=[N:27][NH:26][C:23]2=[CH:24][N:25]=1.